From a dataset of Full USPTO retrosynthesis dataset with 1.9M reactions from patents (1976-2016). Predict the reactants needed to synthesize the given product. Given the product [CH3:25][S:26]([O:1][CH2:2][C:3]1([CH2:34][OH:35])[O:8][CH2:7][CH2:6][N:5]([C:9]([O:11][C:12]([CH3:15])([CH3:14])[CH3:13])=[O:10])[CH2:4]1)(=[O:29])=[O:27], predict the reactants needed to synthesize it. The reactants are: [OH:1][CH2:2][CH:3]1[O:8][CH2:7][CH2:6][N:5]([C:9]([O:11][C:12]([CH3:15])([CH3:14])[CH3:13])=[O:10])[CH2:4]1.C(N(C(C)C)C(C)C)C.[CH3:25][S:26]([O:29]S(C)(=O)=O)(=O)=[O:27].[C:34]([O-])(O)=[O:35].[Na+].